This data is from NCI-60 drug combinations with 297,098 pairs across 59 cell lines. The task is: Regression. Given two drug SMILES strings and cell line genomic features, predict the synergy score measuring deviation from expected non-interaction effect. Drug 1: C1=CC(=CC=C1CCCC(=O)O)N(CCCl)CCCl. Drug 2: CC1=C(C=C(C=C1)NC(=O)C2=CC=C(C=C2)CN3CCN(CC3)C)NC4=NC=CC(=N4)C5=CN=CC=C5. Cell line: PC-3. Synergy scores: CSS=13.3, Synergy_ZIP=-5.75, Synergy_Bliss=-4.35, Synergy_Loewe=-6.64, Synergy_HSA=-5.59.